Dataset: Full USPTO retrosynthesis dataset with 1.9M reactions from patents (1976-2016). Task: Predict the reactants needed to synthesize the given product. (1) Given the product [Cl:26][C:23]1[CH:24]=[CH:25][C:20]([CH2:19][C:14]2[C:11]3[C:12](=[O:13])[N:7]([CH2:6][CH2:5][CH2:4][OH:3])[C:8](=[O:28])[N:9]([CH3:27])[C:10]=3[N:17]=[CH:16][C:15]=2[O:49][C:45]2[CH:46]=[CH:47][CH:48]=[C:43]([Cl:42])[CH:44]=2)=[CH:21][CH:22]=1, predict the reactants needed to synthesize it. The reactants are: C([O:3][CH2:4][CH2:5][CH2:6][N:7]1[C:12](=[O:13])[C:11]2[C:14]([CH2:19][C:20]3[CH:25]=[CH:24][C:23]([Cl:26])=[CH:22][CH:21]=3)=[C:15](Br)[CH:16]=[N:17][C:10]=2[N:9]([CH3:27])[C:8]1=[O:28])=O.C([O-])([O-])=O.[Cs+].[Cs+].CN(C)CC(O)=O.[Cl:42][C:43]1[CH:44]=[C:45]([OH:49])[CH:46]=[CH:47][CH:48]=1. (2) Given the product [Br:2][C:3]1[CH:4]=[C:5]([S:9]([NH:16][CH2:14][CH3:15])(=[O:11])=[O:10])[CH:6]=[N:7][CH:8]=1, predict the reactants needed to synthesize it. The reactants are: Cl.[Br:2][C:3]1[CH:4]=[C:5]([S:9](Cl)(=[O:11])=[O:10])[CH:6]=[N:7][CH:8]=1.Cl.[CH2:14]([NH2:16])[CH3:15].N1C=CC=CC=1.